From a dataset of Forward reaction prediction with 1.9M reactions from USPTO patents (1976-2016). Predict the product of the given reaction. (1) Given the reactants [CH3:1][O:2][C:3](=[O:13])[C:4]1[CH:12]=[CH:11][CH:10]=[C:6]([C:7]([OH:9])=[O:8])[CH:5]=1.BrC[C:16]([C:18]1[CH:23]=[CH:22][C:21]([Cl:24])=[CH:20][CH:19]=1)=[O:17].C([O-])([O-])=O.[K+].[K+], predict the reaction product. The product is: [Cl:24][C:21]1[CH:22]=[CH:23][C:18]([C:16](=[O:17])[CH2:1][O:2][C:3](=[O:13])[C:4]2[CH:12]=[CH:11][CH:10]=[C:6]([C:7]([OH:9])=[O:8])[CH:5]=2)=[CH:19][CH:20]=1. (2) Given the reactants Cl[C:2]1[NH:3][CH:4]=[C:5]([N+:7]([O-:9])=[O:8])[N:6]=1.[CH3:10][C:11]1([CH2:14][N:15]2[CH2:20][CH2:19][N:18]([C:21]3[CH:26]=[CH:25][C:24]([C:27]([F:30])([F:29])[F:28])=[CH:23][CH:22]=3)[CH2:17][CH2:16]2)[CH2:13][O:12]1.C(=O)([O-])O.[Na+], predict the reaction product. The product is: [F:30][C:27]([F:28])([F:29])[C:24]1[CH:23]=[CH:22][C:21]([N:18]2[CH2:17][CH2:16][N:15]([CH2:14][C:11]3([CH3:10])[O:12][C:2]4=[N:6][C:5]([N+:7]([O-:9])=[O:8])=[CH:4][N:3]4[CH2:13]3)[CH2:20][CH2:19]2)=[CH:26][CH:25]=1. (3) The product is: [N:33]1[CH:32]=[CH:31][C:30]([C:44]2[CH:45]=[CH:46][C:47]([C:21]3[CH:22]=[CH:23][N:24]=[C:19]([NH:8][CH:9]4[CH2:14][C:13]([CH3:15])([CH3:16])[NH:12][C:11]([CH3:17])([CH3:18])[CH2:10]4)[N:20]=3)=[CH:48][CH:49]=2)=[CH:35][CH:34]=1. Given the reactants BrC1C=CC([N:8]([C:19]2[N:24]=[CH:23][CH:22]=[CH:21][N:20]=2)[CH:9]2[CH2:14][C:13]([CH3:16])([CH3:15])[NH:12][C:11]([CH3:18])([CH3:17])[CH2:10]2)=CC=1.C([Sn](CCCC)(CCCC)[C:30]1[CH:35]=[CH:34][N:33]=[CH:32][CH:31]=1)CCC.[C:44]1(C)[C:45](C)=[CH:46][CH:47]=[CH:48][CH:49]=1, predict the reaction product. (4) Given the reactants [C:1]([O:5][C:6]([N:8]1[CH2:13][CH2:12][N:11]([C:14]2[CH:19]=[CH:18][C:17]([N+:20]([O-])=O)=[CH:16][CH:15]=2)[CH2:10][CH2:9]1)=[O:7])([CH3:4])([CH3:3])[CH3:2], predict the reaction product. The product is: [C:1]([O:5][C:6]([N:8]1[CH2:13][CH2:12][N:11]([C:14]2[CH:15]=[CH:16][C:17]([NH2:20])=[CH:18][CH:19]=2)[CH2:10][CH2:9]1)=[O:7])([CH3:4])([CH3:2])[CH3:3]. (5) Given the reactants N[C:2]1[CH:3]=[CH:4][C:5]([CH3:25])=[C:6]([CH2:8][N:9]2[CH:13]=[CH:12][C:11]([NH:14][C:15](=[O:24])[C:16]3[C:21]([F:22])=[CH:20][CH:19]=[CH:18][C:17]=3[F:23])=[N:10]2)[CH:7]=1.S(=O)(=O)(O)[OH:27].N([O-])=O.[Na+].NC(N)=O, predict the reaction product. The product is: [F:23][C:17]1[CH:18]=[CH:19][CH:20]=[C:21]([F:22])[C:16]=1[C:15]([NH:14][C:11]1[CH:12]=[CH:13][N:9]([CH2:8][C:6]2[CH:7]=[C:2]([OH:27])[CH:3]=[CH:4][C:5]=2[CH3:25])[N:10]=1)=[O:24]. (6) Given the reactants [I:1][C:2]1[CH:10]=[CH:9][C:5]([C:6]([OH:8])=O)=[CH:4][CH:3]=1.C(P(=O)(OCC)OCC)#N.CN1CCOCC1.[NH2:28][CH2:29][CH2:30][CH2:31][NH:32][C:33]1[C:37]2[CH:38]=[CH:39][C:40]([S:42]([NH:45][C:46]([CH3:49])([CH3:48])[CH3:47])(=[O:44])=[O:43])=[CH:41][C:36]=2[S:35][N:34]=1, predict the reaction product. The product is: [C:46]([NH:45][S:42]([C:40]1[CH:39]=[CH:38][C:37]2[C:33]([NH:32][CH2:31][CH2:30][CH2:29][NH:28][C:6](=[O:8])[C:5]3[CH:4]=[CH:3][C:2]([I:1])=[CH:10][CH:9]=3)=[N:34][S:35][C:36]=2[CH:41]=1)(=[O:44])=[O:43])([CH3:49])([CH3:47])[CH3:48]. (7) Given the reactants [CH3:1][C:2]1[C:7]([NH2:8])=[CH:6][CH:5]=[CH:4][N:3]=1.Cl.[N-:10]([C:13]#[N:14])[C:11]#[N:12].[Na+], predict the reaction product. The product is: [C:11]([N:10]=[C:13]([NH2:14])[NH:8][C:7]1[C:2]([CH3:1])=[N:3][CH:4]=[CH:5][CH:6]=1)#[N:12]. (8) Given the reactants [CH3:1][S:2]([C:5]1[CH:36]=[CH:35][C:8]([CH2:9][NH:10][C:11]([C:13]2[C:14](=[O:34])[N:15]([C:24]3[CH:29]=[CH:28][CH:27]=[C:26]([C:30]([F:33])([F:32])[F:31])[CH:25]=3)[C:16]([CH3:23])=[C:17]([C:19](=[NH:22])[NH:20][OH:21])[CH:18]=2)=[O:12])=[CH:7][CH:6]=1)(=[O:4])=[O:3].[C:37](OC(=O)C)(=O)[CH3:38], predict the reaction product. The product is: [CH3:1][S:2]([C:5]1[CH:36]=[CH:35][C:8]([CH2:9][NH:10][C:11]([C:13]2[C:14](=[O:34])[N:15]([C:24]3[CH:29]=[CH:28][CH:27]=[C:26]([C:30]([F:31])([F:33])[F:32])[CH:25]=3)[C:16]([CH3:23])=[C:17]([C:19]3[N:22]=[C:37]([CH3:38])[O:21][N:20]=3)[CH:18]=2)=[O:12])=[CH:7][CH:6]=1)(=[O:3])=[O:4].